This data is from Full USPTO retrosynthesis dataset with 1.9M reactions from patents (1976-2016). The task is: Predict the reactants needed to synthesize the given product. Given the product [OH:19][C:16]([CH3:18])([CH3:17])[CH2:15][O:14][C:11]1[CH:12]=[CH:13][C:8]([N:4]2[CH:5]=[CH:6][N:7]=[C:2]([S:72][C:69]3[CH:68]=[CH:67][C:66]([C:65]([F:64])([F:73])[F:74])=[CH:71][N:70]=3)[C:3]2=[O:21])=[CH:9][C:10]=1[CH3:20], predict the reactants needed to synthesize it. The reactants are: O[C:2]1[C:3](=[O:21])[N:4]([C:8]2[CH:13]=[CH:12][C:11]([O:14][CH2:15][C:16]([OH:19])([CH3:18])[CH3:17])=[C:10]([CH3:20])[CH:9]=2)[CH:5]=[CH:6][N:7]=1.C1CN([P+](ON2N=NC3C=CC=CC2=3)(N2CCCC2)N2CCCC2)CC1.F[P-](F)(F)(F)(F)F.C(N(C(C)C)C(C)C)C.[F:64][C:65]([F:74])([F:73])[C:66]1[CH:67]=[CH:68][C:69]([SH:72])=[N:70][CH:71]=1.